Predict the reactants needed to synthesize the given product. From a dataset of Full USPTO retrosynthesis dataset with 1.9M reactions from patents (1976-2016). (1) Given the product [Br:1][C:2]1[C:7]([F:8])=[CH:6][C:5]([O:9][C:29]2[CH:30]=[CH:31][CH:32]=[C:27]([F:26])[N:28]=2)=[C:4]([O:10][CH3:11])[CH:3]=1, predict the reactants needed to synthesize it. The reactants are: [Br:1][C:2]1[C:7]([F:8])=[CH:6][C:5]([OH:9])=[C:4]([O:10][CH3:11])[CH:3]=1.FC1C=CC([N+]([O-])=O)=CC=1C(F)(F)F.[F:26][C:27]1[CH:32]=[CH:31][CH:30]=[C:29](F)[N:28]=1. (2) Given the product [CH3:12][NH:11][C:4]1[C:5]2[CH:9]=[CH:23][C:22]([C:15]3[C:14]([CH3:13])=[CH:19][C:18]([CH3:20])=[CH:17][C:16]=3[CH3:21])=[N:8][C:6]=2[N:7]=[C:2]([NH2:1])[N:3]=1, predict the reactants needed to synthesize it. The reactants are: [NH2:1][C:2]1[N:7]=[C:6]([NH2:8])[C:5]([CH:9]=O)=[C:4]([NH:11][CH3:12])[N:3]=1.[CH3:13][C:14]1[CH:19]=[C:18]([CH3:20])[CH:17]=[C:16]([CH3:21])[C:15]=1[C:22](=O)[CH3:23].[OH-].[K+]. (3) Given the product [C:18]([C:17]1[CH:16]=[C:15]2[C:10]([CH2:11][CH2:12][CH2:13][N:14]2[C:20]2[C:24]3[CH2:25][N:26]([C:29]([NH:31][CH3:32])=[O:30])[CH2:27][CH2:28][C:23]=3[N:22]([CH:33]3[CH2:34][CH2:35][O:36][CH2:37][CH2:38]3)[N:21]=2)=[CH:9][C:8]=1[C:6]1[CH:5]=[CH:4][N:3]=[CH:2][N:7]=1)#[N:19], predict the reactants needed to synthesize it. The reactants are: Cl[C:2]1[N:7]=[C:6]([C:8]2[CH:9]=[C:10]3[C:15](=[CH:16][C:17]=2[C:18]#[N:19])[N:14]([C:20]2[C:24]4[CH2:25][N:26]([C:29]([NH:31][CH3:32])=[O:30])[CH2:27][CH2:28][C:23]=4[N:22]([CH:33]4[CH2:38][CH2:37][O:36][CH2:35][CH2:34]4)[N:21]=2)[CH2:13][CH2:12][CH2:11]3)[CH:5]=[CH:4][N:3]=1.